This data is from Reaction yield outcomes from USPTO patents with 853,638 reactions. The task is: Predict the reaction yield, written as a fraction of the theoretical maximum amount of product (1.0 means a 100% yield; for example, 0.34 means a 34% yield). (1) The reactants are [CH3:1][O:2][C:3](=[O:13])[C:4]1[CH:9]=[CH:8][C:7]([CH2:10][OH:11])=[CH:6][C:5]=1[CH3:12].C(=O)(O)[O-].[Na+].CC(OI1(OC(C)=O)(OC(C)=O)OC(=O)C2C=CC=CC1=2)=O. The catalyst is C(Cl)Cl. The product is [CH3:1][O:2][C:3](=[O:13])[C:4]1[CH:9]=[CH:8][C:7]([CH:10]=[O:11])=[CH:6][C:5]=1[CH3:12]. The yield is 0.720. (2) The reactants are [CH3:1][O:2][C:3]1[CH:4]=[C:5]2[C:9](=[CH:10][C:11]=1[O:12][CH3:13])[C:8](=[O:14])[CH2:7][CH2:6]2.[CH2:15]([N:22]1[CH2:27][CH2:26][CH:25]([CH:28]=O)[CH2:24][CH2:23]1)[C:16]1[CH:21]=[CH:20][CH:19]=[CH:18][CH:17]=1.[OH-].[K+]. The catalyst is [Cl-].C([N+](CC)(CC)CC)C1C=CC=CC=1.C1(C)C=CC=CC=1.O. The product is [CH2:15]([N:22]1[CH2:27][CH2:26][CH:25]([CH:28]=[C:7]2[CH2:6][C:5]3[C:9](=[CH:10][C:11]([O:12][CH3:13])=[C:3]([O:2][CH3:1])[CH:4]=3)[C:8]2=[O:14])[CH2:24][CH2:23]1)[C:16]1[CH:21]=[CH:20][CH:19]=[CH:18][CH:17]=1. The yield is 1.00. (3) The reactants are C([N:8]1[CH2:13][CH2:12][C:11]([CH3:14])=[C:10]([C:15]2[CH:20]=[CH:19][C:18]([NH:21][C:22](=[O:31])[C:23]3[C:28]([F:29])=[CH:27][CH:26]=[CH:25][C:24]=3[F:30])=[CH:17][CH:16]=2)[CH2:9]1)C1C=CC=CC=1.Cl[C:33]([O:35][CH2:36][CH3:37])=[O:34]. The catalyst is C(Cl)Cl. The product is [F:30][C:24]1[CH:25]=[CH:26][CH:27]=[C:28]([F:29])[C:23]=1[C:22]([NH:21][C:18]1[CH:17]=[CH:16][C:15]([C:10]2[CH2:9][N:8]([C:33]([O:35][CH2:36][CH3:37])=[O:34])[CH2:13][CH2:12][C:11]=2[CH3:14])=[CH:20][CH:19]=1)=[O:31]. The yield is 0.970.